This data is from Full USPTO retrosynthesis dataset with 1.9M reactions from patents (1976-2016). The task is: Predict the reactants needed to synthesize the given product. (1) Given the product [NH2:34][C:21]1[CH:22]=[CH:23][C:24]([CH2:26][CH2:27][C:28]2[CH:33]=[CH:32][CH:31]=[CH:30][CH:29]=2)=[CH:25][C:20]=1[NH:19][C:17](=[O:18])[C:16]1[CH:15]=[CH:14][C:13]([CH3:12])=[CH:36][CH:35]=1, predict the reactants needed to synthesize it. The reactants are: COC1C=C(N[CH2:12][C:13]2[CH:36]=[CH:35][C:16]([C:17]([NH:19][C:20]3[CH:25]=[C:24]([CH:26]=[CH:27][C:28]4[CH:33]=[CH:32][CH:31]=[CH:30][CH:29]=4)[CH:23]=[CH:22][C:21]=3[NH2:34])=[O:18])=[CH:15][CH:14]=2)C=CC=1OC. (2) Given the product [N:15]1[N:11]2[CH2:12][CH2:13][CH2:14][NH:8][CH2:9][C:10]2=[CH:17][C:16]=1[C:18]([N:20]1[CH:25]2[CH2:26][CH2:27][CH2:28][CH:21]1[CH2:22][CH:23]([C:29]([O:31][CH2:41][CH3:42])=[O:30])[CH2:24]2)=[O:19], predict the reactants needed to synthesize it. The reactants are: C(OC([N:8]1[CH2:14][CH2:13][CH2:12][N:11]2[N:15]=[C:16]([C:18]([N:20]3[CH:25]4[CH2:26][CH2:27][CH2:28][CH:21]3[CH2:22][CH:23]([C:29]([OH:31])=[O:30])[CH2:24]4)=[O:19])[CH:17]=[C:10]2[CH2:9]1)=O)(C)(C)C.O=S(Cl)Cl.C([O-])(O)=O.[Na+].[CH3:41][CH2:42]O. (3) Given the product [CH3:1][C:2]1[CH:7]=[CH:6][C:5]([C:8]2[CH:13]=[CH:12][CH:11]=[CH:10][C:9]=2[C:14]([NH:16][C:17]2[CH:18]=[CH:19][C:20]([CH2:23][C:24]([OH:26])=[O:25])=[CH:21][CH:22]=2)=[O:15])=[CH:4][CH:3]=1, predict the reactants needed to synthesize it. The reactants are: [CH3:1][C:2]1[CH:7]=[CH:6][C:5]([C:8]2[CH:13]=[CH:12][CH:11]=[CH:10][C:9]=2[C:14]([NH:16][C:17]2[CH:22]=[CH:21][C:20]([CH2:23][C:24]([O:26]CC)=[O:25])=[CH:19][CH:18]=2)=[O:15])=[CH:4][CH:3]=1.[OH-].[Na+]. (4) Given the product [CH3:19][O:18][C:9]1[CH:10]=[C:11]([C:12]2[CH:17]=[CH:16][CH:15]=[CH:14][CH:13]=2)[C:6]([O:5][CH2:4][C:3]([OH:26])=[O:2])=[C:7]([C:20]2[CH:21]=[CH:22][CH:23]=[CH:24][CH:25]=2)[CH:8]=1, predict the reactants needed to synthesize it. The reactants are: C[O:2][C:3](=[O:26])[CH2:4][O:5][C:6]1[C:11]([C:12]2[CH:17]=[CH:16][CH:15]=[CH:14][CH:13]=2)=[CH:10][C:9]([O:18][CH3:19])=[CH:8][C:7]=1[C:20]1[CH:25]=[CH:24][CH:23]=[CH:22][CH:21]=1.[K+].[Br-]. (5) Given the product [F:29][C:30]1[CH:31]=[CH:32][C:33]([CH3:40])=[C:34]([S:36]([N:11]2[C:12]3[C:8](=[C:7]4[CH2:1][NH:2][CH2:3][CH2:4][O:5][C:6]4=[CH:14][CH:13]=3)[CH:9]=[CH:10]2)(=[O:38])=[O:37])[CH:35]=1, predict the reactants needed to synthesize it. The reactants are: [CH2:1]1[C:7]2=[C:8]3[C:12](=[CH:13][CH:14]=[C:6]2[O:5][CH2:4][CH2:3][N:2]1C(OC(C)(C)C)=O)[NH:11][CH:10]=[CH:9]3.[H-].[Na+].CN(C=O)C.[F:29][C:30]1[CH:31]=[CH:32][C:33]([CH3:40])=[C:34]([S:36](Cl)(=[O:38])=[O:37])[CH:35]=1. (6) Given the product [Br:1][C:2]1[C:3](=[O:29])[N:4]([C:19]2[CH:20]=[C:21]([CH:25]=[CH:26][C:27]=2[CH3:28])[C:22]([NH:33][CH2:32][CH2:30][OH:31])=[O:23])[C:5]([CH3:18])=[CH:6][C:7]=1[O:8][CH2:9][C:10]1[CH:15]=[CH:14][C:13]([F:16])=[CH:12][C:11]=1[F:17], predict the reactants needed to synthesize it. The reactants are: [Br:1][C:2]1[C:3](=[O:29])[N:4]([C:19]2[CH:20]=[C:21]([CH:25]=[CH:26][C:27]=2[CH3:28])[C:22](O)=[O:23])[C:5]([CH3:18])=[CH:6][C:7]=1[O:8][CH2:9][C:10]1[CH:15]=[CH:14][C:13]([F:16])=[CH:12][C:11]=1[F:17].[CH2:30]([CH2:32][NH2:33])[OH:31].CCN=C=NCCCN(C)C.ON1C2C=CC=CC=2N=N1.C(N(CC)CC)C. (7) The reactants are: [CH3:1][O:2][C:3]1[CH:4]=[C:5]([NH:14][C:15](=[O:35])[CH:16]([N:21]2[CH2:26][CH2:25][CH:24]([NH:27]C(=O)OC(C)(C)C)[CH2:23][CH2:22]2)[CH2:17][CH:18]([CH3:20])[CH3:19])[CH:6]=[CH:7][C:8]=1[C:9]1[O:13][CH:12]=[N:11][CH:10]=1.C(O)(C(F)(F)F)=O. Given the product [NH2:27][CH:24]1[CH2:25][CH2:26][N:21]([CH:16]([CH2:17][CH:18]([CH3:20])[CH3:19])[C:15]([NH:14][C:5]2[CH:6]=[CH:7][C:8]([C:9]3[O:13][CH:12]=[N:11][CH:10]=3)=[C:3]([O:2][CH3:1])[CH:4]=2)=[O:35])[CH2:22][CH2:23]1, predict the reactants needed to synthesize it. (8) Given the product [CH3:29][S:30]([N:18]1[CH2:19][CH2:20][CH2:21][CH:16]([C:13]2[N:11]3[N:12]=[C:7]([N:1]4[CH2:2][CH2:3][CH2:4][CH2:5][CH2:6]4)[CH:8]=[CH:9][C:10]3=[N:15][N:14]=2)[CH2:17]1)(=[O:32])=[O:31], predict the reactants needed to synthesize it. The reactants are: [N:1]1([C:7]2[CH:8]=[CH:9][C:10]3[N:11]([C:13]([CH:16]4[CH2:21][CH2:20][CH2:19][NH:18][CH2:17]4)=[N:14][N:15]=3)[N:12]=2)[CH2:6][CH2:5][CH2:4][CH2:3][CH2:2]1.C(N(CC)CC)C.[CH3:29][S:30](Cl)(=[O:32])=[O:31]. (9) Given the product [OH:14][N:5]1[C:6]2([CH2:7][CH2:8][N:9]([O:12][CH3:13])[CH2:10][CH2:11]2)[C:2]([OH:1])=[C:3]([C:19]2[C:20]([CH3:27])=[CH:21][C:22]([CH3:26])=[CH:23][C:24]=2[CH3:25])[C:4]1=[O:18], predict the reactants needed to synthesize it. The reactants are: [OH:1][C:2]1[C:6]2([CH2:11][CH2:10][N:9]([O:12][CH3:13])[CH2:8][CH2:7]2)[N:5]([O:14]COC)[C:4](=[O:18])[C:3]=1[C:19]1[C:24]([CH3:25])=[CH:23][C:22]([CH3:26])=[CH:21][C:20]=1[CH3:27].Br[Si](C)(C)C.O.